This data is from Peptide-MHC class II binding affinity with 134,281 pairs from IEDB. The task is: Regression. Given a peptide amino acid sequence and an MHC pseudo amino acid sequence, predict their binding affinity value. This is MHC class II binding data. (1) The peptide sequence is DIDCWCYGVENVRVA. The MHC is HLA-DQA10201-DQB10402 with pseudo-sequence HLA-DQA10201-DQB10402. The binding affinity (normalized) is 0.424. (2) The peptide sequence is YDKFLANVSTVLTGA. The MHC is DRB1_0101 with pseudo-sequence DRB1_0101. The binding affinity (normalized) is 0.866.